From a dataset of Full USPTO retrosynthesis dataset with 1.9M reactions from patents (1976-2016). Predict the reactants needed to synthesize the given product. Given the product [F:32][C:33]1[CH:40]=[CH:39][CH:38]=[CH:37][C:34]=1[CH2:35][N:8]1[CH2:13][CH2:12][CH2:11][CH:10]([NH:14][C:15]([N:17]2[CH2:22][CH2:21][C:20]3[NH:23][N:24]=[C:25]([C:26]4[CH:27]=[CH:28][N:29]=[CH:30][CH:31]=4)[C:19]=3[CH2:18]2)=[O:16])[CH2:9]1, predict the reactants needed to synthesize it. The reactants are: FC(F)(F)C(O)=O.[NH:8]1[CH2:13][CH2:12][CH2:11][CH:10]([NH:14][C:15]([N:17]2[CH2:22][CH2:21][C:20]3[NH:23][N:24]=[C:25]([C:26]4[CH:31]=[CH:30][N:29]=[CH:28][CH:27]=4)[C:19]=3[CH2:18]2)=[O:16])[CH2:9]1.[F:32][C:33]1[CH:40]=[CH:39][CH:38]=[CH:37][C:34]=1[CH:35]=O.C(O[BH-](OC(=O)C)OC(=O)C)(=O)C.[Na+].[Na].